The task is: Predict the product of the given reaction.. This data is from Forward reaction prediction with 1.9M reactions from USPTO patents (1976-2016). Given the reactants CI.[C:3]1([C:9]2([C:12]([OH:14])=[O:13])[CH2:11][CH2:10]2)[CH:8]=[CH:7][CH:6]=[CH:5][CH:4]=1.[C:15](=O)([O-])[O-].[K+].[K+].CN(C)C=O, predict the reaction product. The product is: [CH3:15][O:13][C:12]([C:9]1([C:3]2[CH:8]=[CH:7][CH:6]=[CH:5][CH:4]=2)[CH2:11][CH2:10]1)=[O:14].